This data is from Forward reaction prediction with 1.9M reactions from USPTO patents (1976-2016). The task is: Predict the product of the given reaction. (1) The product is: [OH:36][C@H:26]1[CH2:27][CH2:28][C@H:23]([O:22][C:20](=[O:21])[NH:12][C:10]2[S:11][C:7]3[C:6]([CH:13]4[CH2:18][CH2:17][O:16][CH2:15][CH2:14]4)=[CH:5][CH:4]=[C:3]([O:2][CH3:1])[C:8]=3[N:9]=2)[CH2:24][CH2:25]1. Given the reactants [CH3:1][O:2][C:3]1[C:8]2[N:9]=[C:10]([NH2:12])[S:11][C:7]=2[C:6]([CH:13]2[CH2:18][CH2:17][O:16][CH2:15][CH2:14]2)=[CH:5][CH:4]=1.Cl[C:20]([O:22][C:23]1[CH:28]=[CH:27][CH:26]=[CH:25][CH:24]=1)=[O:21].C([O:36]C(=O)NC1SC2C(C3C=CC=CC=3)=CC=C(OC)C=2N=1)C1C=CC=CC=1.C(N(C(C)C)C(C)C)C.[C@H]1(O)CC[C@H](O)CC1, predict the reaction product. (2) Given the reactants [F:1][C:2]1[CH:10]=[C:9]2[C:5]([CH:6]=[C:7]([C:21]3[CH:25]=[CH:24][S:23][CH:22]=3)[N:8]2[CH2:11][C:12]2[N:17]=[C:16]([C:18]([NH2:20])=O)[CH:15]=[CH:14][CH:13]=2)=[CH:4][C:3]=1[O:26][CH3:27].P(Cl)(Cl)(Cl)=O, predict the reaction product. The product is: [F:1][C:2]1[CH:10]=[C:9]2[C:5]([CH:6]=[C:7]([C:21]3[CH:25]=[CH:24][S:23][CH:22]=3)[N:8]2[CH2:11][C:12]2[N:17]=[C:16]([C:18]#[N:20])[CH:15]=[CH:14][CH:13]=2)=[CH:4][C:3]=1[O:26][CH3:27]. (3) Given the reactants [C:1]1([S:7]([N:10]2[C:14]3=[N:15][CH:16]=[CH:17][CH:18]=[C:13]3[CH:12]=[C:11]2[C:19](OS(C2C=CC(C)=CC=2)(=O)=O)=[CH:20][CH:21]2[CH2:25][CH2:24][CH2:23][CH2:22]2)(=[O:9])=[O:8])[CH:6]=[CH:5][CH:4]=[CH:3][CH:2]=1.[C:37]([C:40]1[CH:45]=[CH:44][C:43](B(O)O)=[CH:42][CH:41]=1)(=[O:39])[CH3:38].C(=O)([O-])[O-].[Na+].[Na+], predict the reaction product. The product is: [C:1]1([S:7]([N:10]2[C:14]3=[N:15][CH:16]=[CH:17][CH:18]=[C:13]3[CH:12]=[C:11]2[C:19]([C:43]2[CH:44]=[CH:45][C:40]([C:37](=[O:39])[CH3:38])=[CH:41][CH:42]=2)=[CH:20][CH:21]2[CH2:25][CH2:24][CH2:23][CH2:22]2)(=[O:9])=[O:8])[CH:2]=[CH:3][CH:4]=[CH:5][CH:6]=1. (4) Given the reactants [CH:1]1([O:5][C:6]2[C:14]([CH3:15])=[CH:13][C:12]([CH2:16][OH:17])=[CH:11][C:7]=2[C:8]([OH:10])=O)[CH2:4][CH2:3][CH2:2]1.[CH2:18]([O:20][C:21]([C:23]1([NH2:32])[CH2:31][C:30]2[C:25](=[CH:26][CH:27]=[CH:28][CH:29]=2)[CH2:24]1)=[O:22])[CH3:19].CN(C(ON1N=NC2C=CC=NC1=2)=[N+](C)C)C.F[P-](F)(F)(F)(F)F.CCN(C(C)C)C(C)C, predict the reaction product. The product is: [CH2:18]([O:20][C:21]([C:23]1([NH:32][C:8](=[O:10])[C:7]2[CH:11]=[C:12]([CH2:16][OH:17])[CH:13]=[C:14]([CH3:15])[C:6]=2[O:5][CH:1]2[CH2:2][CH2:3][CH2:4]2)[CH2:31][C:30]2[C:25](=[CH:26][CH:27]=[CH:28][CH:29]=2)[CH2:24]1)=[O:22])[CH3:19]. (5) The product is: [F:37][C:31]1[CH:32]=[CH:33][C:34]([F:36])=[CH:35][C:30]=1[S:27]([NH:26][C:22]1[CH:23]=[CH:24][CH:25]=[C:20]([C:10]2[N:11]=[C:12]([N:14]3[CH2:19][CH2:18][O:17][CH2:16][CH2:15]3)[S:13][C:9]=2[C:7]2[CH:6]=[CH:5][N:4]=[C:3]([CH2:2][NH:1][S:46]([CH3:45])(=[O:48])=[O:47])[N:8]=2)[C:21]=1[F:38])(=[O:28])=[O:29]. Given the reactants [NH2:1][CH2:2][C:3]1[N:8]=[C:7]([C:9]2[S:13][C:12]([N:14]3[CH2:19][CH2:18][O:17][CH2:16][CH2:15]3)=[N:11][C:10]=2[C:20]2[C:21]([F:38])=[C:22]([NH:26][S:27]([C:30]3[CH:35]=[C:34]([F:36])[CH:33]=[CH:32][C:31]=3[F:37])(=[O:29])=[O:28])[CH:23]=[CH:24][CH:25]=2)[CH:6]=[CH:5][N:4]=1.N1C=CC=CC=1.[CH3:45][S:46](Cl)(=[O:48])=[O:47].CCOC(C)=O, predict the reaction product. (6) The product is: [N:12]1([C:6]([C:5]2[CH:9]=[CH:10][C:2]([Cl:1])=[N:3][CH:4]=2)=[O:8])[CH2:15][CH2:14][CH2:13]1. Given the reactants [Cl:1][C:2]1[CH:10]=[CH:9][C:5]([C:6]([OH:8])=O)=[CH:4][N:3]=1.Cl.[NH:12]1[CH2:15][CH2:14][CH2:13]1.CN(C(ON1N=NC2C=CC=NC1=2)=[N+](C)C)C.F[P-](F)(F)(F)(F)F.C(N(CC)C(C)C)(C)C, predict the reaction product.